Task: Predict which catalyst facilitates the given reaction.. Dataset: Catalyst prediction with 721,799 reactions and 888 catalyst types from USPTO (1) Reactant: [NH2:1][C:2]1[CH:36]=[CH:35][C:5]([O:6][C:7]2[CH:12]=[CH:11][N:10]=[C:9]3[CH:13]=[C:14]([C:16]4[CH:17]=[N:18][N:19]([CH2:21][CH2:22][N:23]([CH2:31][CH2:32][O:33][CH3:34])[C:24](=[O:30])[O:25][C:26]([CH3:29])([CH3:28])[CH3:27])[CH:20]=4)[S:15][C:8]=23)=[C:4]([F:37])[CH:3]=1.[N:38]1[CH:43]=[CH:42][CH:41]=C[CH:39]=1.ClC(OC1C=CC=CC=1)=[O:46].C1(N)CC1. Product: [CH:43]1([NH:38][C:39](=[O:46])[NH:1][C:2]2[CH:36]=[CH:35][C:5]([O:6][C:7]3[CH:12]=[CH:11][N:10]=[C:9]4[CH:13]=[C:14]([C:16]5[CH:17]=[N:18][N:19]([CH2:21][CH2:22][N:23]([CH2:31][CH2:32][O:33][CH3:34])[C:24](=[O:30])[O:25][C:26]([CH3:28])([CH3:29])[CH3:27])[CH:20]=5)[S:15][C:8]=34)=[C:4]([F:37])[CH:3]=2)[CH2:41][CH2:42]1. The catalyst class is: 3. (2) Reactant: CC(C)([O-])C.[K+].[C:7]([C:9]1[CH:10]=[CH:11][C:12]2[O:16][C:15]([CH:17]([C:19]3[C:27]([O:28][CH3:29])=[CH:26][C:25]([CH3:30])=[C:24]4[C:20]=3[CH:21]=[CH:22][N:23]4[C:31]([O:33][C:34]([CH3:37])([CH3:36])[CH3:35])=[O:32])[CH3:18])=[N:14][C:13]=2[CH:38]=1)#[N:8].C1OCCOCCOCCOCCOCCOC1.[C:57]([O:61][CH3:62])(=[O:60])[CH:58]=[CH2:59]. Product: [C:7]([C:9]1[CH:10]=[CH:11][C:12]2[O:16][C:15]([C:17]([C:19]3[C:27]([O:28][CH3:29])=[CH:26][C:25]([CH3:30])=[C:24]4[C:20]=3[CH:21]=[CH:22][N:23]4[C:31]([O:33][C:34]([CH3:37])([CH3:36])[CH3:35])=[O:32])([CH2:59][CH2:58][C:57]([O:61][CH3:62])=[O:60])[CH3:18])=[N:14][C:13]=2[CH:38]=1)#[N:8]. The catalyst class is: 1. (3) Reactant: [CH3:1][C:2]1[N:3]=[C:4]([CH2:7][C:8]2[CH:13]=[C:12]([NH:14]C(=O)C(F)(F)F)[CH:11]=[CH:10][C:9]=2[S:21](Cl)(=[O:23])=[O:22])[O:5][CH:6]=1.[NH2:25][C:26]1[CH:27]=[CH:28][C:29]2[CH2:33][O:32][B:31]([OH:34])[C:30]=2[CH:35]=1.N1C=CC=CC=1. Product: [NH2:14][C:12]1[CH:11]=[CH:10][C:9]([S:21]([NH:25][C:26]2[CH:27]=[CH:28][C:29]3[CH2:33][O:32][B:31]([OH:34])[C:30]=3[CH:35]=2)(=[O:22])=[O:23])=[C:8]([CH2:7][C:4]2[O:5][CH:6]=[C:2]([CH3:1])[N:3]=2)[CH:13]=1. The catalyst class is: 10.